Predict the reactants needed to synthesize the given product. From a dataset of Full USPTO retrosynthesis dataset with 1.9M reactions from patents (1976-2016). (1) Given the product [CH3:1][N:2]([CH3:31])[C:3](=[O:30])[CH2:4][N:5]1[C:14]2[C:9](=[N:10][CH:11]=[C:12]([CH2:15][C:16]3[CH:17]=[CH:18][C:19]([F:22])=[CH:20][CH:21]=3)[CH:13]=2)[C:8]([OH:23])=[C:7]([C:24]([NH:32][CH2:33][C@@H:34]([OH:36])[CH3:35])=[O:25])[C:6]1=[O:29], predict the reactants needed to synthesize it. The reactants are: [CH3:1][N:2]([CH3:31])[C:3](=[O:30])[CH2:4][N:5]1[C:14]2[C:9](=[N:10][CH:11]=[C:12]([CH2:15][C:16]3[CH:21]=[CH:20][C:19]([F:22])=[CH:18][CH:17]=3)[CH:13]=2)[C:8]([OH:23])=[C:7]([C:24](OCC)=[O:25])[C:6]1=[O:29].[NH2:32][CH2:33][C@@H:34]([OH:36])[CH3:35]. (2) Given the product [CH:29]([NH:28][C:22]1[C:21]2[C:26](=[CH:27][C:18]([O:17][CH2:16][C:12]3[CH:11]=[C:10]([S:7]([CH3:9])(=[NH:6])=[O:8])[CH:15]=[CH:14][CH:13]=3)=[CH:19][CH:20]=2)[N:25]=[CH:24][N:23]=1)([CH3:31])[CH3:30], predict the reactants needed to synthesize it. The reactants are: C(OC([N:6]=[S:7]([C:10]1[CH:15]=[CH:14][CH:13]=[C:12]([CH2:16][O:17][C:18]2[CH:27]=[C:26]3[C:21]([C:22]([NH:28][CH:29]([CH3:31])[CH3:30])=[N:23][CH:24]=[N:25]3)=[CH:20][CH:19]=2)[CH:11]=1)([CH3:9])=[O:8])=O)C.[O-]CC.[Na+]. (3) Given the product [O:1]1[C:5]2[CH:6]=[CH:7][C:8]([C:10]3[CH:11]=[C:12]([S:16]([NH:19][C:20]4[CH:28]=[CH:27][C:23]([C:24]([O:26][CH2:33][CH2:32][O:31][CH3:30])=[O:25])=[C:22]([OH:29])[CH:21]=4)(=[O:17])=[O:18])[S:13][C:14]=3[Cl:15])=[CH:9][C:4]=2[O:3][CH2:2]1, predict the reactants needed to synthesize it. The reactants are: [O:1]1[C:5]2[CH:6]=[CH:7][C:8]([C:10]3[CH:11]=[C:12]([S:16]([NH:19][C:20]4[CH:28]=[CH:27][C:23]([C:24]([OH:26])=[O:25])=[C:22]([OH:29])[CH:21]=4)(=[O:18])=[O:17])[S:13][C:14]=3[Cl:15])=[CH:9][C:4]=2[O:3][CH2:2]1.[CH3:30][O:31][CH:32](O)[CH3:33]. (4) Given the product [Cl:1][C:2]1[CH:7]=[CH:6][C:5]([C:8]2[S:9][C:10]3[C:11](=[O:26])[N:12]([C:17]4[CH:22]=[CH:21][C:20]([O:23][CH2:40][CH:36]5[O:37][CH2:38][CH2:39][NH:34][CH2:35]5)=[C:19]([O:24][CH3:25])[CH:18]=4)[CH2:13][CH2:14][C:15]=3[N:16]=2)=[CH:4][CH:3]=1, predict the reactants needed to synthesize it. The reactants are: [Cl:1][C:2]1[CH:7]=[CH:6][C:5]([C:8]2[S:9][C:10]3[C:11](=[O:26])[N:12]([C:17]4[CH:22]=[CH:21][C:20]([OH:23])=[C:19]([O:24][CH3:25])[CH:18]=4)[CH2:13][CH2:14][C:15]=3[N:16]=2)=[CH:4][CH:3]=1.C(OC([N:34]1[CH2:39][CH2:38][O:37][CH:36]([CH2:40]O)[CH2:35]1)=O)(C)(C)C.P(CCCC)(CCCC)CCCC.